This data is from Catalyst prediction with 721,799 reactions and 888 catalyst types from USPTO. The task is: Predict which catalyst facilitates the given reaction. (1) Reactant: [F:1][C:2]1[CH:11]=[CH:10][CH:9]=[CH:8][C:3]=1[C:4](Cl)=[N:5][OH:6].[CH3:12][O:13][C:14](=[O:19])[CH2:15][C:16]([CH3:18])=O.C[O-].[Na+]. Product: [CH3:12][O:13][C:14]([C:15]1[C:4]([C:3]2[CH:8]=[CH:9][CH:10]=[CH:11][C:2]=2[F:1])=[N:5][O:6][C:16]=1[CH3:18])=[O:19]. The catalyst class is: 5. (2) Reactant: [CH2:1]([CH:3]([NH2:6])[CH2:4][CH3:5])[CH3:2].[CH:7]1[N:11]=[CH:10][N:9]([C:12](N2C=NC=C2)=[O:13])[CH:8]=1. Product: [CH2:1]([CH:3]([NH:6][C:12]([N:9]1[CH:8]=[CH:7][N:11]=[CH:10]1)=[O:13])[CH2:4][CH3:5])[CH3:2]. The catalyst class is: 773.